This data is from Full USPTO retrosynthesis dataset with 1.9M reactions from patents (1976-2016). The task is: Predict the reactants needed to synthesize the given product. (1) Given the product [CH2:39]([CH:38]([CH2:51][CH2:52][CH2:53][CH2:54][CH2:55][CH2:56][CH2:57][CH3:58])[CH2:37][N:36]=[C:34]([C:19]1[C:20]2[C:21]([C:31]([OH:33])=[O:32])=[C:22]([Br:30])[C:23]([Br:29])=[C:24]([C:26]([OH:28])=[O:27])[C:25]=2[C:16]([C:14](=[N:13][CH2:12][CH:11]([CH2:1][CH2:2][CH2:3][CH2:4][CH2:5][CH3:6])[CH2:63][CH2:64][CH2:65][CH2:66][CH2:67][CH2:68][CH2:69][CH3:70])[OH:15])=[C:17]([Br:62])[C:18]=1[Br:61])[OH:35])[CH2:40][CH2:41][CH2:42][CH2:43][CH3:44], predict the reactants needed to synthesize it. The reactants are: [CH2:1]([CH:11]([CH2:63][CH2:64][CH2:65][CH2:66][CH2:67][CH2:68][CH2:69][CH2:70]CCCC)[CH2:12][N:13]=[C:14]([C:16]1[C:25]2[C:24]([C:26]([OH:28])=[O:27])=[C:23]([Br:29])[C:22]([Br:30])=[C:21]([C:31]([OH:33])=[O:32])[C:20]=2[C:19]([C:34](=[N:36][CH2:37][CH:38]([CH2:51][CH2:52][CH2:53][CH2:54][CH2:55][CH2:56][CH2:57][CH2:58]CC)[CH2:39][CH2:40][CH2:41][CH2:42][CH2:43][CH2:44]CCCCCC)[OH:35])=[C:18]([Br:61])[C:17]=1[Br:62])[OH:15])[CH2:2][CH2:3][CH2:4][CH2:5][CH2:6]CCCC.C(C(CCCCCCCC)CN)CCCCC. (2) Given the product [ClH:19].[CH3:1][O:2][C:3](=[O:18])[C@@H:4]([NH2:10])[CH2:5][O:6][CH2:7][CH:8]=[CH2:9], predict the reactants needed to synthesize it. The reactants are: [CH3:1][O:2][C:3](=[O:18])[C@@H:4]([NH:10]C(OC(C)(C)C)=O)[CH2:5][O:6][CH2:7][CH:8]=[CH2:9].[ClH:19]. (3) Given the product [C:17]([C:11]1[CH:10]=[C:9]2[C:14]([CH:15]=[CH:16][C:7]([N:26]3[CH2:25][CH2:24][N:23]([C:28](=[O:33])[C:29]([F:32])([F:30])[F:31])[C@H:22]([CH3:21])[CH2:27]3)=[CH:8]2)=[CH:13][CH:12]=1)#[N:18], predict the reactants needed to synthesize it. The reactants are: FC(F)(F)S(O[C:7]1[CH:16]=[CH:15][C:14]2[C:9](=[CH:10][C:11]([C:17]#[N:18])=[CH:12][CH:13]=2)[CH:8]=1)(=O)=O.[CH3:21][C@@H:22]1[CH2:27][NH:26][CH2:25][CH2:24][N:23]1[C:28](=[O:33])[C:29]([F:32])([F:31])[F:30]. (4) Given the product [CH2:1]([C:3]1[CH:17]=[CH:16][C:6]([O:7][C:8]2[CH:15]=[CH:14][C:11]([C:12]([OH:26])=[O:13])=[CH:10][CH:9]=2)=[CH:5][CH:4]=1)[CH3:2], predict the reactants needed to synthesize it. The reactants are: [CH2:1]([C:3]1[CH:17]=[CH:16][C:6]([O:7][C:8]2[CH:15]=[CH:14][C:11]([CH:12]=[O:13])=[CH:10][CH:9]=2)=[CH:5][CH:4]=1)[CH3:2].CC(=CC)C.O.O.P([O-])(O)(O)=[O:26].[Na+].Cl([O-])=O.[Na+]. (5) Given the product [CH3:12][C:7]1[N:6]=[C:5]2[S:4][C:3]3[C:13]([NH2:14])=[N:16][NH:15][C:2]=3[C:10]2=[C:9]([CH3:11])[CH:8]=1, predict the reactants needed to synthesize it. The reactants are: Br[C:2]1[C:10]2[C:5](=[N:6][C:7]([CH3:12])=[CH:8][C:9]=2[CH3:11])[S:4][C:3]=1[C:13]#[N:14].[NH2:15][NH2:16]. (6) Given the product [CH3:1][O:2][C:3]1[CH:8]=[CH:7][C:6]([C:9]([F:12])([F:11])[F:10])=[CH:5][C:4]=1[NH:13][C:14]([NH:16][C:17]1[CH:18]=[CH:19][C:20]([O:21][C:22]2[CH:23]=[C:24]3[C:28](=[CH:29][CH:30]=2)[C:27](=[O:31])[NH:26][C:25]3=[O:32])=[CH:33][CH:34]=1)=[O:15], predict the reactants needed to synthesize it. The reactants are: [CH3:1][O:2][C:3]1[CH:8]=[CH:7][C:6]([C:9]([F:12])([F:11])[F:10])=[CH:5][C:4]=1[N:13]=[C:14]=[O:15].[NH2:16][C:17]1[CH:34]=[CH:33][C:20]([O:21][C:22]2[CH:23]=[C:24]3[C:28](=[CH:29][CH:30]=2)[C:27](=[O:31])[NH:26][C:25]3=[O:32])=[CH:19][CH:18]=1.CO. (7) The reactants are: [CH2:1]([NH2:4])[C:2]#[CH:3].[OH:5][S:6]([OH:9])(=[O:8])=[O:7]. Given the product [S:6]([OH:9])([OH:8])(=[O:7])=[O:5].[CH2:1]([NH2:4])[C:2]#[CH:3].[CH2:1]([NH2:4])[C:2]#[CH:3], predict the reactants needed to synthesize it. (8) Given the product [CH2:1]([O:8][CH2:9][CH:10]1[CH2:14][N:13]([C:17]2[CH:21]=[CH:20][N:19]([CH3:22])[N:18]=2)[C:12](=[O:15])[CH2:11]1)[C:2]1[CH:3]=[CH:4][CH:5]=[CH:6][CH:7]=1, predict the reactants needed to synthesize it. The reactants are: [CH2:1]([O:8][CH2:9][CH:10]1[CH2:14][NH:13][C:12](=[O:15])[CH2:11]1)[C:2]1[CH:7]=[CH:6][CH:5]=[CH:4][CH:3]=1.I[C:17]1[CH:21]=[CH:20][N:19]([CH3:22])[N:18]=1.P([O-])([O-])([O-])=O.[K+].[K+].[K+].CNCCNC. (9) Given the product [Cl:1][C:2]1[CH:7]=[CH:6][CH:5]=[CH:4][C:3]=1[N:8]1[C:17](=[O:18])[C:16]2[C:11](=[CH:12][CH:13]=[C:14]([F:19])[CH:15]=2)[N:10]=[C:9]1[CH:20]=[CH:23][N:24]([CH3:26])[CH3:25], predict the reactants needed to synthesize it. The reactants are: [Cl:1][C:2]1[CH:7]=[CH:6][CH:5]=[CH:4][C:3]=1[N:8]1[C:17](=[O:18])[C:16]2[C:11](=[CH:12][CH:13]=[C:14]([F:19])[CH:15]=2)[N:10]=[C:9]1[CH3:20].CO[CH:23](OC)[N:24]([CH3:26])[CH3:25]. (10) Given the product [Cl:1][C:2]1[CH:3]=[CH:4][C:5]2[N:11]3[CH:12]=[CH:13][CH:14]=[C:10]3[C@@H:9]([CH2:15][CH2:16][C:17]([N:42]([C@@H:43]3[CH2:48][CH2:47][CH2:46][C@H:45]([C:49]([O:51][CH2:52][CH3:53])=[O:50])[CH2:44]3)[CH3:41])=[O:19])[O:8][C@H:7]([C:20]3[CH:25]=[CH:24][CH:23]=[C:22]([O:26][CH3:27])[C:21]=3[O:28][CH3:29])[C:6]=2[CH:30]=1, predict the reactants needed to synthesize it. The reactants are: [Cl:1][C:2]1[CH:3]=[CH:4][C:5]2[N:11]3[CH:12]=[CH:13][CH:14]=[C:10]3[C@@H:9]([CH2:15][CH2:16][C:17]([OH:19])=O)[O:8][C@H:7]([C:20]3[CH:25]=[CH:24][CH:23]=[C:22]([O:26][CH3:27])[C:21]=3[O:28][CH3:29])[C:6]=2[CH:30]=1.ON1C2C=CC=CC=2N=N1.[CH3:41][NH:42][C@@H:43]1[CH2:48][CH2:47][CH2:46][C@H:45]([C:49]([O:51][CH2:52][CH3:53])=[O:50])[CH2:44]1.Cl.C(N=C=NCCCN(C)C)C.